Task: Regression. Given two drug SMILES strings and cell line genomic features, predict the synergy score measuring deviation from expected non-interaction effect.. Dataset: NCI-60 drug combinations with 297,098 pairs across 59 cell lines (1) Drug 1: CN(C)C1=NC(=NC(=N1)N(C)C)N(C)C. Drug 2: C1C(C(OC1N2C=C(C(=O)NC2=O)F)CO)O. Cell line: NCI-H226. Synergy scores: CSS=-3.02, Synergy_ZIP=1.25, Synergy_Bliss=1.96, Synergy_Loewe=-0.979, Synergy_HSA=-0.528. (2) Drug 1: C1=CC=C(C(=C1)C(C2=CC=C(C=C2)Cl)C(Cl)Cl)Cl. Drug 2: CC1CCC2CC(C(=CC=CC=CC(CC(C(=O)C(C(C(=CC(C(=O)CC(OC(=O)C3CCCCN3C(=O)C(=O)C1(O2)O)C(C)CC4CCC(C(C4)OC)O)C)C)O)OC)C)C)C)OC. Synergy scores: CSS=11.1, Synergy_ZIP=-2.22, Synergy_Bliss=1.21, Synergy_Loewe=-36.0, Synergy_HSA=0.897. Cell line: BT-549. (3) Drug 1: CN(CC1=CN=C2C(=N1)C(=NC(=N2)N)N)C3=CC=C(C=C3)C(=O)NC(CCC(=O)O)C(=O)O. Drug 2: C1CC(=O)NC(=O)C1N2C(=O)C3=CC=CC=C3C2=O. Cell line: NCIH23. Synergy scores: CSS=13.2, Synergy_ZIP=-2.11, Synergy_Bliss=1.20, Synergy_Loewe=-36.7, Synergy_HSA=-2.58. (4) Cell line: OVCAR-8. Drug 1: CN1CCC(CC1)COC2=C(C=C3C(=C2)N=CN=C3NC4=C(C=C(C=C4)Br)F)OC. Synergy scores: CSS=12.4, Synergy_ZIP=-3.87, Synergy_Bliss=-2.88, Synergy_Loewe=-3.77, Synergy_HSA=-1.37. Drug 2: C(=O)(N)NO. (5) Drug 1: C1=NC(=NC(=O)N1C2C(C(C(O2)CO)O)O)N. Drug 2: CC1=C(C(=CC=C1)Cl)NC(=O)C2=CN=C(S2)NC3=CC(=NC(=N3)C)N4CCN(CC4)CCO. Cell line: SK-MEL-28. Synergy scores: CSS=2.93, Synergy_ZIP=-1.85, Synergy_Bliss=5.54, Synergy_Loewe=2.55, Synergy_HSA=1.94. (6) Drug 1: CN(CC1=CN=C2C(=N1)C(=NC(=N2)N)N)C3=CC=C(C=C3)C(=O)NC(CCC(=O)O)C(=O)O. Drug 2: CC1C(C(CC(O1)OC2CC(CC3=C2C(=C4C(=C3O)C(=O)C5=CC=CC=C5C4=O)O)(C(=O)C)O)N)O. Cell line: HCT-15. Synergy scores: CSS=38.1, Synergy_ZIP=-12.3, Synergy_Bliss=-19.6, Synergy_Loewe=-17.2, Synergy_HSA=-14.5. (7) Drug 1: CNC(=O)C1=CC=CC=C1SC2=CC3=C(C=C2)C(=NN3)C=CC4=CC=CC=N4. Drug 2: CC12CCC3C(C1CCC2=O)CC(=C)C4=CC(=O)C=CC34C. Cell line: UACC62. Synergy scores: CSS=27.7, Synergy_ZIP=3.11, Synergy_Bliss=-2.09, Synergy_Loewe=-4.43, Synergy_HSA=-2.00. (8) Drug 1: C1=NC2=C(N1)C(=S)N=C(N2)N. Drug 2: C1=CC=C(C=C1)NC(=O)CCCCCCC(=O)NO. Cell line: HCT116. Synergy scores: CSS=47.7, Synergy_ZIP=-7.67, Synergy_Bliss=-6.20, Synergy_Loewe=-2.93, Synergy_HSA=-1.50.